Dataset: Full USPTO retrosynthesis dataset with 1.9M reactions from patents (1976-2016). Task: Predict the reactants needed to synthesize the given product. (1) Given the product [F:20][C:21]1[CH:22]=[C:23]([NH:31][C:32](=[O:33])[NH:1][C:2]2[CH:3]=[CH:4][C:5]([C:8]3[C:16]4[C:11](=[CH:12][N:13]=[CH:14][CH:15]=4)[NH:10][C:9]=3[C:17]([NH2:19])=[O:18])=[CH:6][CH:7]=2)[CH:24]=[C:25]([C:27]([F:29])([F:30])[F:28])[CH:26]=1, predict the reactants needed to synthesize it. The reactants are: [NH2:1][C:2]1[CH:7]=[CH:6][C:5]([C:8]2[C:16]3[C:11](=[CH:12][N:13]=[CH:14][CH:15]=3)[NH:10][C:9]=2[C:17]([NH2:19])=[O:18])=[CH:4][CH:3]=1.[F:20][C:21]1[CH:22]=[C:23]([N:31]=[C:32]=[O:33])[CH:24]=[C:25]([C:27]([F:30])([F:29])[F:28])[CH:26]=1. (2) Given the product [CH3:1][C:2]1[CH:7]=[C:6]([N:8]2[CH2:12][CH2:11][CH:10]([N:13]3[CH2:17][CH2:16][CH2:15][CH:14]3[CH3:18])[CH2:9]2)[CH:5]=[CH:4][C:3]=1[NH:19][C:29]([C:27]1[CH:26]=[CH:25][C:24]2[O:20][CH:21]=[CH:22][C:23]=2[CH:28]=1)=[O:30], predict the reactants needed to synthesize it. The reactants are: [CH3:1][C:2]1[CH:7]=[C:6]([N:8]2[CH2:12][CH2:11][CH:10]([N:13]3[CH2:17][CH2:16][CH2:15][CH:14]3[CH3:18])[CH2:9]2)[CH:5]=[CH:4][C:3]=1[NH2:19].[O:20]1[C:24]2[CH:25]=[CH:26][C:27]([C:29](O)=[O:30])=[CH:28][C:23]=2[CH:22]=[CH:21]1. (3) Given the product [CH3:24][O:25][CH2:26][CH2:27][NH:28][C:2]1[C:11]2=[N:12][NH:13][CH:14]=[C:10]2[C:9]2[CH:8]=[CH:7][CH:6]=[CH:5][C:4]=2[N:3]=1, predict the reactants needed to synthesize it. The reactants are: Cl[C:2]1[C:11]2=[N:12][N:13](CC3C=CC(OC)=CC=3)[CH:14]=[C:10]2[C:9]2[CH:8]=[CH:7][CH:6]=[CH:5][C:4]=2[N:3]=1.[CH3:24][O:25][CH2:26][CH2:27][NH2:28].Cl. (4) Given the product [CH3:1][O:2][C:3]([C:5]1[S:6][C:7]2[CH2:12][N:15]([CH3:14])[CH2:10][C:8]=2[CH:9]=1)=[O:4], predict the reactants needed to synthesize it. The reactants are: [CH3:1][O:2][C:3]([C:5]1[S:6][C:7]([CH2:12]Cl)=[C:8]([CH2:10]Cl)[CH:9]=1)=[O:4].[CH3:14][NH2:15]. (5) The reactants are: [OH:1][CH2:2][C:3]1[CH:4]=[C:5]([OH:12])[CH:6]=[C:7]([CH:9]([CH3:11])[CH3:10])[CH:8]=1.C1C=C[NH+]=CC=1.[O-][Cr](Cl)(=O)=O.CCOCC. Given the product [OH:12][C:5]1[CH:4]=[C:3]([CH:8]=[C:7]([CH:9]([CH3:11])[CH3:10])[CH:6]=1)[CH:2]=[O:1], predict the reactants needed to synthesize it. (6) Given the product [CH3:1][O:3][C:4]([C:6]1[N:7]=[C:8]([NH2:11])[S:9][CH:10]=1)=[O:5], predict the reactants needed to synthesize it. The reactants are: [CH2:1]([O:3][C:4]([C:6]1[N:7]=[C:8]([NH2:11])[S:9][CH:10]=1)=[O:5])C.C[O-].[Na+]. (7) The reactants are: [CH3:1][O:2][C:3]1[CH:12]=[CH:11][CH:10]=[C:9]2[C:4]=1[CH2:5][C@@H:6]([NH:13][C:14](=O)OCC)[CH2:7][O:8]2.[H-].[Al+3].[Li+].[H-].[H-].[H-].[H][H].[OH-].[Na+]. Given the product [CH3:1][O:2][C:3]1[CH:12]=[CH:11][CH:10]=[C:9]2[C:4]=1[CH2:5][C@@H:6]([NH:13][CH3:14])[CH2:7][O:8]2, predict the reactants needed to synthesize it.